From a dataset of Catalyst prediction with 721,799 reactions and 888 catalyst types from USPTO. Predict which catalyst facilitates the given reaction. Product: [F:39][C:2]1([F:1])[C:7]([C:12]2[CH:17]=[CH:16][C:15]([O:18][CH2:19][CH2:20][CH2:21][C:22]([F:24])([F:25])[F:23])=[CH:14][CH:13]=2)([C:8]([F:9])([F:10])[F:11])[NH:6][C:5](=[O:26])[C:4]([C:27]([OH:29])=[O:28])=[C:3]1[C:32]1[CH:33]=[CH:34][C:35]([CH3:38])=[CH:36][CH:37]=1. The catalyst class is: 5. Reactant: [F:1][C:2]1([F:39])[C:7]([C:12]2[CH:17]=[CH:16][C:15]([O:18][CH2:19][CH2:20][CH2:21][C:22]([F:25])([F:24])[F:23])=[CH:14][CH:13]=2)([C:8]([F:11])([F:10])[F:9])[NH:6][C:5](=[O:26])[C:4]([C:27]([O:29]CC)=[O:28])=[C:3]1[C:32]1[CH:37]=[CH:36][C:35]([CH3:38])=[CH:34][CH:33]=1.[Li+].[OH-].